Dataset: Catalyst prediction with 721,799 reactions and 888 catalyst types from USPTO. Task: Predict which catalyst facilitates the given reaction. (1) Reactant: [CH:1]1([C:4]2[NH:8][C:7]3[CH:9]=[C:10]([C:17]4[C:18]([CH3:23])=[N:19][O:20][C:21]=4[CH3:22])[CH:11]=[C:12]([C:13]([O:15]C)=[O:14])[C:6]=3[N:5]=2)[CH2:3][CH2:2]1.Cl. Product: [CH:1]1([C:4]2[NH:8][C:7]3[CH:9]=[C:10]([C:17]4[C:18]([CH3:23])=[N:19][O:20][C:21]=4[CH3:22])[CH:11]=[C:12]([C:13]([OH:15])=[O:14])[C:6]=3[N:5]=2)[CH2:2][CH2:3]1. The catalyst class is: 273. (2) Reactant: [CH3:1][O:2][C:3](=[O:25])[C:4]1[CH:9]=[CH:8][CH:7]=[CH:6][C:5]=1[NH:10][C:11]1[N:15]([C:16]2[CH:21]=[CH:20][C:19]([F:22])=[CH:18][C:17]=2[F:23])[N:14]=[C:13]([CH3:24])[CH:12]=1.[Br:26]N1C(C)(C)C(=O)N(Br)C1=O. Product: [CH3:1][O:2][C:3](=[O:25])[C:4]1[CH:9]=[CH:8][CH:7]=[CH:6][C:5]=1[NH:10][C:11]1[N:15]([C:16]2[CH:21]=[CH:20][C:19]([F:22])=[CH:18][C:17]=2[F:23])[N:14]=[C:13]([CH3:24])[C:12]=1[Br:26]. The catalyst class is: 4. (3) Reactant: [CH3:1][O:2][C:3](=[O:12])[CH:4]([C:6]1[CH:11]=[CH:10][CH:9]=[CH:8][CH:7]=1)Br.[CH2:13]([N:15](CC)[CH2:16]C)C.Cl.CNC. Product: [CH3:1][O:2][C:3](=[O:12])[CH:4]([N:15]([CH3:16])[CH3:13])[C:6]1[CH:11]=[CH:10][CH:9]=[CH:8][CH:7]=1. The catalyst class is: 7. (4) Reactant: [CH3:1][N:2]1[CH:6]=[C:5]([C:7]2[CH:12]=[CH:11][C:10]([C:13]3[CH:14]=[N:15][CH:16]=[C:17]4[C:22]=3[N:21]=[C:20]([C:23]([N:25]3[CH2:29][CH2:28][CH2:27][CH2:26]3)=[O:24])[CH:19]=[CH:18]4)=[CH:9][CH:8]=2)[CH:4]=[N:3]1.[N:30]1C=CC=CC=1.C1(C)C=CC(S(Cl)(=O)=O)=CC=1.C(CN)O. Product: [NH2:30][C:16]1[N:15]=[CH:14][C:13]([C:10]2[CH:11]=[CH:12][C:7]([C:5]3[CH:4]=[N:3][N:2]([CH3:1])[CH:6]=3)=[CH:8][CH:9]=2)=[C:22]2[C:17]=1[CH:18]=[CH:19][C:20]([C:23]([N:25]1[CH2:29][CH2:28][CH2:27][CH2:26]1)=[O:24])=[N:21]2. The catalyst class is: 6. (5) Reactant: [OH:1][C:2]1[CH:3]=[C:4]([C:8]2[C:12]([CH3:13])=[C:11]([C:14]3[CH:19]=[CH:18][C:17]([OH:20])=[CH:16][CH:15]=3)[S:10][C:9]=2[CH:21]=[N:22]O)[CH:5]=[CH:6][CH:7]=1.Cl.[NH+]1C=CC=CC=1.C(OCC)(=O)C. Product: [OH:1][C:2]1[CH:3]=[C:4]([C:8]2[C:12]([CH3:13])=[C:11]([C:14]3[CH:19]=[CH:18][C:17]([OH:20])=[CH:16][CH:15]=3)[S:10][C:9]=2[C:21]#[N:22])[CH:5]=[CH:6][CH:7]=1. The catalyst class is: 175. (6) Reactant: [C:1]([C:4]1[CH:5]=[C:6]([N:11]2[C:15](=[O:16])[CH2:14][S:13][C:12]2=[S:17])[CH:7]=[CH:8][C:9]=1[Cl:10])([OH:3])=[O:2].S(=O)(=O)(O)O.[CH3:23]O. Product: [CH3:23][O:2][C:1]([C:4]1[CH:5]=[C:6]([N:11]2[C:15](=[O:16])[CH2:14][S:13][C:12]2=[S:17])[CH:7]=[CH:8][C:9]=1[Cl:10])=[O:3]. The catalyst class is: 6. (7) Reactant: [N:1]([CH2:8][CH2:9][OH:10])([CH2:5][CH2:6][OH:7])[CH2:2][CH2:3][OH:4].C(N(CC)CC)C.[Si:18](Cl)([C:21]([CH3:24])([CH3:23])[CH3:22])([CH3:20])[CH3:19]. Product: [Si:18]([O:4][CH2:3][CH2:2][N:1]([CH2:8][CH2:9][OH:10])[CH2:5][CH2:6][OH:7])([C:21]([CH3:24])([CH3:23])[CH3:22])([CH3:20])[CH3:19]. The catalyst class is: 2. (8) Reactant: C([O:3][C:4]([C:6]1[N:11]=[N:10][C:9]([N:12]([CH2:20][C:21]2([C:25]3[C:30]([F:31])=[CH:29][CH:28]=[CH:27][N:26]=3)[CH2:24][CH2:23][CH2:22]2)C(=O)OC(C)(C)C)=[CH:8][CH:7]=1)=[CH2:5])C.Cl/[C:33](=[N:39]/O)/[C:34]([O:36][CH2:37][CH3:38])=[O:35].C(O)(C(F)(F)F)=O. The catalyst class is: 1. Product: [F:31][C:30]1[C:25]([C:21]2([CH2:20][NH:12][C:9]3[N:10]=[N:11][C:6]([C:4]4[O:3][N:39]=[C:33]([C:34]([O:36][CH2:37][CH3:38])=[O:35])[CH:5]=4)=[CH:7][CH:8]=3)[CH2:24][CH2:23][CH2:22]2)=[N:26][CH:27]=[CH:28][CH:29]=1. (9) Reactant: [CH:1]1[C:6]2[CH2:7][C@H:8]3[N:13]([CH2:14][CH:15]4[CH2:17][CH2:16]4)[CH2:12][CH2:11][C@:10]45[C@H:18]([C:20]([CH2:22][CH2:23][C@@:9]34[OH:24])=O)[O:19][C:4]([C:5]=25)=[C:3]([OH:25])[CH:2]=1.Cl.[C:27]1([NH:33]N)[CH:32]=[CH:31][CH:30]=[CH:29][CH:28]=1.CS([O-])(=O)=O. Product: [CH:30]1[CH:29]=[CH:28][C:27]2[NH:33][C:20]3[C@@H:18]4[O:19][C:4]5=[C:3]([OH:25])[CH:2]=[CH:1][C:6]6=[C:5]5[C@@:10]54[C@@:9]([OH:24])([CH2:23][C:22]=3[C:32]=2[CH:31]=1)[C@@H:8]([CH2:7]6)[N:13]([CH2:14][CH:15]1[CH2:17][CH2:16]1)[CH2:12][CH2:11]5. The catalyst class is: 8. (10) Reactant: [F:1][C:2]1[CH:23]=[CH:22][CH:21]=[C:20]([F:24])[C:3]=1[CH2:4][O:5][C:6]1[C:7]2[N:8]([C:13]([C:17]([OH:19])=O)=[C:14]([CH3:16])[N:15]=2)[CH:9]=[C:10]([CH3:12])[CH:11]=1.CN(C(ON1N=NC2C=CC=NC1=2)=[N+](C)C)C.F[P-](F)(F)(F)(F)F.CN1CCOCC1.[NH2:56][CH2:57][CH:58]([NH:62][C:63](=[O:69])[O:64][C:65]([CH3:68])([CH3:67])[CH3:66])[CH:59]([CH3:61])[CH3:60].O.C(O)(C(F)(F)F)=O. Product: [F:1][C:2]1[CH:23]=[CH:22][CH:21]=[C:20]([F:24])[C:3]=1[CH2:4][O:5][C:6]1[C:7]2[N:8]([C:13]([C:17]([NH:56][CH2:57][CH:58]([NH:62][C:63](=[O:69])[O:64][C:65]([CH3:66])([CH3:68])[CH3:67])[CH:59]([CH3:61])[CH3:60])=[O:19])=[C:14]([CH3:16])[N:15]=2)[CH:9]=[C:10]([CH3:12])[CH:11]=1. The catalyst class is: 3.